From a dataset of Catalyst prediction with 721,799 reactions and 888 catalyst types from USPTO. Predict which catalyst facilitates the given reaction. (1) Reactant: [F:1][C:2]1[CH:11]=[C:10]2[C:5]([N:6]=[C:7]([CH3:33])[C:8]([C:12]3[CH:32]=[C:15]4[N:16]=[C:17]([N:26]5[CH2:30][CH2:29][C@@H:28]([F:31])[CH2:27]5)[CH:18]=[C:19]([NH:20][CH2:21][C:22]([CH3:25])([OH:24])[CH3:23])[N:14]4[N:13]=3)=[N:9]2)=[CH:4][CH:3]=1.[ClH:34].O. Product: [ClH:34].[F:1][C:2]1[CH:11]=[C:10]2[C:5]([N:6]=[C:7]([CH3:33])[C:8]([C:12]3[CH:32]=[C:15]4[N:16]=[C:17]([N:26]5[CH2:30][CH2:29][C@@H:28]([F:31])[CH2:27]5)[CH:18]=[C:19]([NH:20][CH2:21][C:22]([CH3:25])([OH:24])[CH3:23])[N:14]4[N:13]=3)=[N:9]2)=[CH:4][CH:3]=1. The catalyst class is: 8. (2) Reactant: [NH2:1][C:2]1[N:7]=[CH:6][N:5]=[C:4]2[N:8]([CH2:12][C@H:13]3[CH2:17][CH2:16][CH2:15][N:14]3[C:18]([O:20][C:21]([CH3:24])([CH3:23])[CH3:22])=[O:19])[N:9]=[C:10](I)[C:3]=12.[F:25][C:26]1[CH:47]=[CH:46][CH:45]=[C:44]([F:48])[C:27]=1[O:28][C:29]1[CH:34]=[CH:33][C:32](B2OC(C)(C)C(C)(C)O2)=[CH:31][CH:30]=1.C(=O)([O-])[O-].[Na+].[Na+]. Product: [NH2:1][C:2]1[N:7]=[CH:6][N:5]=[C:4]2[N:8]([CH2:12][C@H:13]3[CH2:17][CH2:16][CH2:15][N:14]3[C:18]([O:20][C:21]([CH3:24])([CH3:23])[CH3:22])=[O:19])[N:9]=[C:10]([C:32]3[CH:31]=[CH:30][C:29]([O:28][C:27]4[C:44]([F:48])=[CH:45][CH:46]=[CH:47][C:26]=4[F:25])=[CH:34][CH:33]=3)[C:3]=12. The catalyst class is: 38. (3) The catalyst class is: 5. Product: [CH:22]1([C:21]2[C:13]([CH:12]([OH:33])[C:10]3[NH:9][C:6]4=[N:7][CH:8]=[C:3]([C:1]#[N:2])[CH:4]=[C:5]4[N:11]=3)=[C:14]3[C:18](=[C:19]([CH3:25])[CH:20]=2)[NH:17][CH:16]=[CH:15]3)[CH2:24][CH2:23]1. Reactant: [C:1]([C:3]1[CH:4]=[C:5]2[N:11]=[C:10]([CH:12]([OH:33])[C:13]3[C:21]([CH:22]4[CH2:24][CH2:23]4)=[CH:20][C:19]([CH3:25])=[C:18]4[C:14]=3[CH:15]=[CH:16][N:17]4C(OC(C)(C)C)=O)[NH:9][C:6]2=[N:7][CH:8]=1)#[N:2].C([O-])([O-])=O.[Cs+].[Cs+]. (4) Reactant: [NH2:1][CH2:2][C@H:3]1[CH2:8][O:7][CH2:6][CH2:5][N:4]1[C:9]([O:11][C:12]([CH3:15])([CH3:14])[CH3:13])=[O:10].[CH:16](=O)[CH3:17].[C:19](O[BH-](OC(=O)C)OC(=O)C)(=O)[CH3:20].[Na+]. Product: [CH2:19]([N:1]([CH2:2][C@H:3]1[CH2:8][O:7][CH2:6][CH2:5][N:4]1[C:9]([O:11][C:12]([CH3:15])([CH3:14])[CH3:13])=[O:10])[CH2:16][CH3:17])[CH3:20]. The catalyst class is: 100. (5) Reactant: [NH2:1][CH:2]1[CH2:7][CH2:6][N:5]([C:8]2[CH:9]=[N:10][C:11]([O:17][C:18]3[CH:23]=[CH:22][C:21]([O:24][C:25]4[CH:30]=[CH:29][CH:28]=[C:27]([F:31])[CH:26]=4)=[CH:20][CH:19]=3)=[C:12]([C:14]([NH2:16])=[O:15])[CH:13]=2)[CH2:4][CH2:3]1.C(N(CC)C(C)C)(C)C.[C:41](Cl)(=[O:45])/[CH:42]=[CH:43]/[CH3:44]. Product: [C:41]([NH:1][CH:2]1[CH2:3][CH2:4][N:5]([C:8]2[CH:9]=[N:10][C:11]([O:17][C:18]3[CH:19]=[CH:20][C:21]([O:24][C:25]4[CH:30]=[CH:29][CH:28]=[C:27]([F:31])[CH:26]=4)=[CH:22][CH:23]=3)=[C:12]([C:14]([NH2:16])=[O:15])[CH:13]=2)[CH2:6][CH2:7]1)(=[O:45])/[CH:42]=[CH:43]/[CH3:44]. The catalyst class is: 2. (6) Reactant: [Cl:1][C:2]1[CH:3]=[CH:4][C:5]([NH:8][C:9]([C:11]2[CH:16]=[C:15](C)[CH:14]=[CH:13][C:12]=2[N+:18]([O-])=O)=[O:10])=[N:6][CH:7]=1.[H][H]. Product: [NH2:18][C:12]1[CH:13]=[CH:14][CH:15]=[CH:16][C:11]=1[C:9]([NH:8][C:5]1[CH:4]=[CH:3][CH:2]=[CH:7][N:6]=1)=[O:10].[Cl-:1]. The catalyst class is: 465. (7) Reactant: C(N(CC)CC)C.[Cl:8][C:9]1[CH:14]=[CH:13][C:12]([CH:15]([N:19]2[CH2:24][CH2:23][CH:22]([C:25](=[O:33])[NH:26][CH:27]3[CH2:32][CH2:31][CH2:30][CH2:29][CH2:28]3)[CH2:21][CH2:20]2)[C:16](O)=[O:17])=[CH:11][CH:10]=1.[F:34][C:35]([F:51])([F:50])[C:36]1[CH:37]=[C:38]([S:46]([NH2:49])(=[O:48])=[O:47])[CH:39]=[C:40]([C:42]([F:45])([F:44])[F:43])[CH:41]=1.O. Product: [CH:27]1([NH:26][C:25]([CH:22]2[CH2:21][CH2:20][N:19]([CH:15]([C:12]3[CH:11]=[CH:10][C:9]([Cl:8])=[CH:14][CH:13]=3)[C:16]([NH:49][S:46]([C:38]3[CH:37]=[C:36]([C:35]([F:51])([F:50])[F:34])[CH:41]=[C:40]([C:42]([F:43])([F:44])[F:45])[CH:39]=3)(=[O:47])=[O:48])=[O:17])[CH2:24][CH2:23]2)=[O:33])[CH2:32][CH2:31][CH2:30][CH2:29][CH2:28]1. The catalyst class is: 241.